From a dataset of Forward reaction prediction with 1.9M reactions from USPTO patents (1976-2016). Predict the product of the given reaction. (1) Given the reactants [C:1]([C:5]1[S:9][C:8]([C:10]([O:12]CC)=[O:11])=[N:7][N:6]=1)([CH3:4])([CH3:3])[CH3:2].O.[OH-].[Li+:17], predict the reaction product. The product is: [C:1]([C:5]1[S:9][C:8]([C:10]([O-:12])=[O:11])=[N:7][N:6]=1)([CH3:4])([CH3:2])[CH3:3].[Li+:17]. (2) Given the reactants [Si:1]([O:8][C@H:9]1[C@@H:13]([O:14][Si:15]([C:18]([CH3:21])([CH3:20])[CH3:19])([CH3:17])[CH3:16])[C@H:12]([N:22]2[CH:27]=[CH:26][C:25](=[O:28])[NH:24][C:23]2=[O:29])[O:11][CH:10]1[C@H:30]([OH:62])[C@@H:31]([C:55]([O:57][C:58]([CH3:61])([CH3:60])[CH3:59])=[O:56])[NH:32][CH2:33][CH2:34][CH2:35][NH:36][C:37](=[O:54])[C@H:38](CC(C)C)[NH:39][C:40](=[O:49])[O:41][CH2:42][C:43]1[CH:48]=[CH:47][CH:46]=[CH:45][CH:44]=1)([C:4]([CH3:7])([CH3:6])[CH3:5])([CH3:3])[CH3:2].C[C@H](NC(=O)O[CH2:75][C:76]1[CH:81]=[CH:80][CH:79]=[CH:78][CH:77]=1)C(=O)NCCC=O.[C:83](O[BH-](OC(=O)C)OC(=O)C)(=[O:85])C.[Na+].O1CCC[CH2:98]1, predict the reaction product. The product is: [Si:1]([O:8][C@H:9]1[C@@H:13]([O:14][Si:15]([C:18]([CH3:21])([CH3:19])[CH3:20])([CH3:17])[CH3:16])[C@H:12]([N:22]2[CH:27]=[CH:26][C:25](=[O:28])[N:24]([CH2:75][C:76]3[CH:77]=[CH:78][C:79]([O:85][CH3:83])=[CH:80][CH:81]=3)[C:23]2=[O:29])[O:11][CH:10]1[C@H:30]([OH:62])[C@@H:31]([C:55]([O:57][C:58]([CH3:60])([CH3:61])[CH3:59])=[O:56])[NH:32][CH2:33][CH2:34][CH2:35][NH:36][C:37](=[O:54])[C@H:38]([CH3:98])[NH:39][C:40](=[O:49])[O:41][CH2:42][C:43]1[CH:48]=[CH:47][CH:46]=[CH:45][CH:44]=1)([C:4]([CH3:7])([CH3:6])[CH3:5])([CH3:3])[CH3:2]. (3) The product is: [NH2:20][C:19]1[N:18]=[CH:17][N:16]=[C:15]2[N:11]([CH:8]3[CH2:7][CH2:6][C:5](=[O:4])[CH2:10][CH2:9]3)[N:12]=[C:13]([C:21]3[CH:22]=[N:23][C:24]([O:27][C:28]4[CH:33]=[CH:32][CH:31]=[CH:30][CH:29]=4)=[CH:25][CH:26]=3)[C:14]=12. Given the reactants O1[C:5]2([CH2:10][CH2:9][CH:8]([N:11]3[C:15]4=[N:16][CH:17]=[N:18][C:19]([NH2:20])=[C:14]4[C:13]([C:21]4[CH:22]=[N:23][C:24]([O:27][C:28]5[CH:33]=[CH:32][CH:31]=[CH:30][CH:29]=5)=[CH:25][CH:26]=4)=[N:12]3)[CH2:7][CH2:6]2)[O:4]CC1.Cl.C(=O)(O)[O-].[Na+], predict the reaction product. (4) Given the reactants [CH3:1][CH2:2][CH2:3][CH:4]([C:6]1([CH2:15][CH:16]=C)[C:13](=[O:14])[NH:12][C:10](=[O:11])[NH:9][C:7]1=[O:8])C.[CH3:18]CCC(C1(CC=C)C(=O)[N-]C(=O)NC1=O)C.[Na+:35], predict the reaction product. The product is: [CH3:16][CH2:15][C:6]1([CH2:4][CH2:3][CH:2]([CH3:1])[CH3:18])[C:7](=[O:8])[N:9]=[C:10]([O-:11])[NH:12][C:13]1=[O:14].[Na+:35]. (5) Given the reactants [ClH:1].C(OC([N:9]1[CH2:38][CH2:37][C:12]2([C:16](=[O:17])[N:15]([C:18]3[CH:23]=[CH:22][C:21]([CH:24]4[CH2:29][CH2:28][CH:27]([N:30]5[CH2:34][CH2:33][CH2:32][C@H:31]5[CH3:35])[CH2:26][CH2:25]4)=[CH:20][C:19]=3[F:36])[CH2:14][CH2:13]2)[CH2:11][CH2:10]1)=O)(C)(C)C, predict the reaction product. The product is: [ClH:1].[F:36][C:19]1[CH:20]=[C:21]([CH:24]2[CH2:29][CH2:28][CH:27]([N:30]3[CH2:34][CH2:33][CH2:32][C@H:31]3[CH3:35])[CH2:26][CH2:25]2)[CH:22]=[CH:23][C:18]=1[N:15]1[CH2:14][CH2:13][C:12]2([CH2:11][CH2:10][NH:9][CH2:38][CH2:37]2)[C:16]1=[O:17]. (6) Given the reactants [CH3:1][C:2]([N:7]1[CH2:12][CH2:11][O:10][CH2:9][CH2:8]1)([CH3:6])[C:3]([NH2:5])=O.[H-].[Al+3].[Li+].[H-].[H-].[H-].[OH-].[Na+].S(=O)(=O)(O)O.CC(N1CCOCC1)(C)C#N.N, predict the reaction product. The product is: [NH2:5][CH2:3][C:2]([N:7]1[CH2:12][CH2:11][O:10][CH2:9][CH2:8]1)([CH3:6])[CH3:1].